This data is from CYP2D6 inhibition data for predicting drug metabolism from PubChem BioAssay. The task is: Regression/Classification. Given a drug SMILES string, predict its absorption, distribution, metabolism, or excretion properties. Task type varies by dataset: regression for continuous measurements (e.g., permeability, clearance, half-life) or binary classification for categorical outcomes (e.g., BBB penetration, CYP inhibition). Dataset: cyp2d6_veith. (1) The drug is Cc1nc2cnc(Oc3ccccc3)nc2n(-c2ccccc2)c1=O. The result is 0 (non-inhibitor). (2) The compound is CCS(=O)(=O)Nc1ccc(C2=NN(C(=O)c3ccco3)C(c3ccc(C)cc3)C2)cc1. The result is 0 (non-inhibitor). (3) The compound is CCC(C)NS(=O)(=O)c1ccc(NC(=O)CCC2CCCCC2)cc1. The result is 0 (non-inhibitor). (4) The compound is CC(=O)N1CCC2(CC1)CCN(c1ncccn1)CC2. The result is 0 (non-inhibitor). (5) The drug is C=C(C)C1Cc2nc(N)nc(C)c2C1. The result is 0 (non-inhibitor). (6) The molecule is CCC(C)(C)C(=O)O[C@@H]1C[C@H](C)C=C2C=C[C@H](C)[C@@H](CC[C@H]3C[C@@H](O)CC(=O)O3)[C@H]21. The result is 0 (non-inhibitor). (7) The compound is C[N+]1(C)C[C@@H](O)C[C@@H]1C(=O)[O-]. The result is 0 (non-inhibitor). (8) The compound is Cc1ccccc1C(=O)Nc1ccc(C(=O)NNC(=O)CCCOc2ccc(Cl)cc2Cl)cc1. The result is 0 (non-inhibitor). (9) The compound is Cc1n[nH]c(C)c1N=Nc1cc(Cl)ccc1Cl. The result is 0 (non-inhibitor).